From a dataset of NCI-60 drug combinations with 297,098 pairs across 59 cell lines. Regression. Given two drug SMILES strings and cell line genomic features, predict the synergy score measuring deviation from expected non-interaction effect. (1) Drug 1: C1CC(=O)NC(=O)C1N2CC3=C(C2=O)C=CC=C3N. Drug 2: C1=NC2=C(N1)C(=S)N=C(N2)N. Cell line: OVCAR-8. Synergy scores: CSS=24.1, Synergy_ZIP=-1.29, Synergy_Bliss=-1.90, Synergy_Loewe=-19.5, Synergy_HSA=-1.99. (2) Synergy scores: CSS=41.7, Synergy_ZIP=2.00, Synergy_Bliss=4.37, Synergy_Loewe=5.20, Synergy_HSA=6.60. Cell line: HOP-62. Drug 1: COC1=C(C=C2C(=C1)N=CN=C2NC3=CC(=C(C=C3)F)Cl)OCCCN4CCOCC4. Drug 2: CCC1=CC2CC(C3=C(CN(C2)C1)C4=CC=CC=C4N3)(C5=C(C=C6C(=C5)C78CCN9C7C(C=CC9)(C(C(C8N6C)(C(=O)OC)O)OC(=O)C)CC)OC)C(=O)OC.C(C(C(=O)O)O)(C(=O)O)O. (3) Drug 1: CNC(=O)C1=NC=CC(=C1)OC2=CC=C(C=C2)NC(=O)NC3=CC(=C(C=C3)Cl)C(F)(F)F. Drug 2: C(CC(=O)O)C(=O)CN.Cl. Cell line: SK-MEL-5. Synergy scores: CSS=10.9, Synergy_ZIP=-1.10, Synergy_Bliss=-5.63, Synergy_Loewe=-5.29, Synergy_HSA=-3.63. (4) Drug 1: C1=CC(=CC=C1C#N)C(C2=CC=C(C=C2)C#N)N3C=NC=N3. Drug 2: C1C(C(OC1N2C=C(C(=O)NC2=O)F)CO)O. Cell line: MDA-MB-231. Synergy scores: CSS=5.12, Synergy_ZIP=-3.36, Synergy_Bliss=0.596, Synergy_Loewe=-5.92, Synergy_HSA=-1.25. (5) Cell line: A498. Drug 2: CC12CCC3C(C1CCC2O)C(CC4=C3C=CC(=C4)O)CCCCCCCCCS(=O)CCCC(C(F)(F)F)(F)F. Drug 1: CCC(=C(C1=CC=CC=C1)C2=CC=C(C=C2)OCCN(C)C)C3=CC=CC=C3.C(C(=O)O)C(CC(=O)O)(C(=O)O)O. Synergy scores: CSS=3.32, Synergy_ZIP=-1.87, Synergy_Bliss=-2.71, Synergy_Loewe=-5.35, Synergy_HSA=-2.85. (6) Cell line: UACC62. Drug 2: CN1C2=C(C=C(C=C2)N(CCCl)CCCl)N=C1CCCC(=O)O.Cl. Synergy scores: CSS=-2.10, Synergy_ZIP=4.17, Synergy_Bliss=6.02, Synergy_Loewe=-3.77, Synergy_HSA=-3.56. Drug 1: C1CCC(C1)C(CC#N)N2C=C(C=N2)C3=C4C=CNC4=NC=N3.